From a dataset of Reaction yield outcomes from USPTO patents with 853,638 reactions. Predict the reaction yield, written as a fraction of the theoretical maximum amount of product (1.0 means a 100% yield; for example, 0.34 means a 34% yield). (1) The reactants are [CH3:1][O:2][C:3]1[CH:4]=[C:5]2[C:10](=[CH:11][C:12]=1[O:13][CH3:14])[N:9]=[CH:8][CH:7]=[C:6]2[O:15][C:16]1[C:22]([CH3:23])=[CH:21][C:19]([NH2:20])=[C:18]([CH3:24])[CH:17]=1.Cl[C:26](Cl)([O:28]C(=O)OC(Cl)(Cl)Cl)Cl.[CH3:37][CH2:38][CH:39]([OH:43])[CH2:40][C:41]#[CH:42].C(=O)(O)[O-].[Na+]. The catalyst is C(Cl)Cl.C(N(CC)CC)C.C1(C)C=CC=CC=1. The product is [CH3:1][O:2][C:3]1[CH:4]=[C:5]2[C:10](=[CH:11][C:12]=1[O:13][CH3:14])[N:9]=[CH:8][CH:7]=[C:6]2[O:15][C:16]1[C:22]([CH3:23])=[CH:21][C:19]([NH:20][C:26](=[O:28])[O:43][CH:39]([CH2:38][CH3:37])[CH2:40][C:41]#[CH:42])=[C:18]([CH3:24])[CH:17]=1. The yield is 0.720. (2) The reactants are N([O-])=O.[Na+].[N+:5]([C:8]1[CH:17]=[CH:16][CH:15]=[C:14]2[C:9]=1[CH:10]=[CH:11][CH:12]=[C:13]2N)([O-:7])=[O:6].[F:19][P-](F)(F)(F)(F)F.[H+]. The catalyst is O. The product is [F:19][C:13]1[C:14]2[C:9](=[C:8]([N+:5]([O-:7])=[O:6])[CH:17]=[CH:16][CH:15]=2)[CH:10]=[CH:11][CH:12]=1. The yield is 0.370.